Dataset: Peptide-MHC class II binding affinity with 134,281 pairs from IEDB. Task: Regression. Given a peptide amino acid sequence and an MHC pseudo amino acid sequence, predict their binding affinity value. This is MHC class II binding data. (1) The peptide sequence is AATGAATAATGGYKV. The MHC is DRB1_1602 with pseudo-sequence DRB1_1602. The binding affinity (normalized) is 0.0279. (2) The binding affinity (normalized) is 0.379. The MHC is DRB1_0401 with pseudo-sequence DRB1_0401. The peptide sequence is LWTQSLRRELSGYCS. (3) The peptide sequence is MRRLADQSLPPNFSC. The MHC is DRB1_0701 with pseudo-sequence DRB1_0701. The binding affinity (normalized) is 0.233. (4) The peptide sequence is IFRHWYWQQPYYIVA. The MHC is DRB5_0101 with pseudo-sequence DRB5_0101. The binding affinity (normalized) is 0.557. (5) The peptide sequence is CADILAIASRVLVTM. The MHC is DRB1_0405 with pseudo-sequence DRB1_0405. The binding affinity (normalized) is 0.340. (6) The peptide sequence is IFSKNLNIKLNMPLY. The MHC is DRB1_0701 with pseudo-sequence DRB1_0701. The binding affinity (normalized) is 0.495. (7) The peptide sequence is NRNNTFKPFAEYKSDYVYQPFPK. The MHC is DRB5_0101 with pseudo-sequence DRB5_0101. The binding affinity (normalized) is 0.525. (8) The peptide sequence is GKEFIRCLALPFRGY. The MHC is DRB1_0301 with pseudo-sequence DRB1_0301. The binding affinity (normalized) is 0.595. (9) The peptide sequence is PLHLRYYRITYGETG. The MHC is HLA-DPA10103-DPB10301 with pseudo-sequence HLA-DPA10103-DPB10301. The binding affinity (normalized) is 0.355.